This data is from Full USPTO retrosynthesis dataset with 1.9M reactions from patents (1976-2016). The task is: Predict the reactants needed to synthesize the given product. Given the product [CH:36]([C@H:33]1[C@@H:6]2[C@@H:7]3[C@@:2]([CH3:1])([CH2:3][CH2:4][C@@:5]2([NH:39][CH2:40][CH2:41][N:42]2[CH2:47][C@@H:46]4[CH2:48][C@H:43]2[CH2:44][N:45]4[S:49]([CH3:52])(=[O:50])=[O:51])[CH2:35][CH2:34]1)[C@@:19]1([CH3:20])[C@@H:10]([C@:11]2([CH3:32])[C@@H:16]([CH2:17][CH2:18]1)[C:15]([CH3:21])([CH3:22])[C:14]([C:23]1[CH:24]=[CH:25][C:26]([C:27]([OH:29])=[O:28])=[CH:30][CH:31]=1)=[CH:13][CH2:12]2)[CH2:9][CH2:8]3)([CH3:38])[CH3:37].[C:53]([OH:59])([C:55]([F:58])([F:57])[F:56])=[O:54], predict the reactants needed to synthesize it. The reactants are: [CH3:1][C@:2]12[C@@:19]3([CH3:20])[C@@H:10]([C@:11]4([CH3:32])[C@@H:16]([CH2:17][CH2:18]3)[C:15]([CH3:22])([CH3:21])[C:14]([C:23]3[CH:31]=[CH:30][C:26]([C:27]([OH:29])=[O:28])=[CH:25][CH:24]=3)=[CH:13][CH2:12]4)[CH2:9][CH2:8][C@@H:7]1[C@H:6]1[C@H:33]([C:36]([CH3:38])=[CH2:37])[CH2:34][CH2:35][C@:5]1([NH:39][CH2:40][CH2:41][N:42]1[CH2:47][C@@H:46]3[CH2:48][C@H:43]1[CH2:44][N:45]3[S:49]([CH3:52])(=[O:51])=[O:50])[CH2:4][CH2:3]2.[C:53]([OH:59])([C:55]([F:58])([F:57])[F:56])=[O:54].